From a dataset of Forward reaction prediction with 1.9M reactions from USPTO patents (1976-2016). Predict the product of the given reaction. (1) Given the reactants C(OP([CH2:9][C:10]#[N:11])(OCC)=O)C.[H-].[Na+].[F:14][C:15]1[CH:20]=[CH:19][C:18]([C:21]2[NH:22][CH:23]=[C:24]([CH:32]=O)[C:25]=2[C:26]2[CH:31]=[CH:30][N:29]=[CH:28][CH:27]=2)=[CH:17][CH:16]=1.O, predict the reaction product. The product is: [F:14][C:15]1[CH:16]=[CH:17][C:18]([C:21]2[NH:22][CH:23]=[C:24]([CH:32]=[CH:9][C:10]#[N:11])[C:25]=2[C:26]2[CH:31]=[CH:30][N:29]=[CH:28][CH:27]=2)=[CH:19][CH:20]=1. (2) Given the reactants [CH3:1][O:2][C:3]1[CH:8]=[CH:7][C:6]([C@H:9]2[C:18]3[C:13](=[CH:14][C:15]([O:19][CH2:20][CH2:21][CH2:22]OS(C)(=O)=O)=[CH:16][CH:17]=3)[C@@H:12]3[CH2:28][CH2:29][CH2:30][N:11]3[CH2:10]2)=[CH:5][CH:4]=1.C([O-])([O-])=O.[Na+].[Na+].[NH:37]1[CH2:42][CH2:41][O:40][CH2:39][CH2:38]1.N, predict the reaction product. The product is: [CH3:1][O:2][C:3]1[CH:8]=[CH:7][C:6]([C@H:9]2[C:18]3[C:13](=[CH:14][C:15]([O:19][CH2:20][CH2:21][CH2:22][N:37]4[CH2:42][CH2:41][O:40][CH2:39][CH2:38]4)=[CH:16][CH:17]=3)[C@@H:12]3[CH2:28][CH2:29][CH2:30][N:11]3[CH2:10]2)=[CH:5][CH:4]=1.